From a dataset of Reaction yield outcomes from USPTO patents with 853,638 reactions. Predict the reaction yield, written as a fraction of the theoretical maximum amount of product (1.0 means a 100% yield; for example, 0.34 means a 34% yield). (1) The reactants are [C:1]([C:3]1[CH:8]=[CH:7][C:6]([C@H:9]([OH:22])[CH2:10][N:11]2[CH2:16][CH2:15][CH2:14][C@H:13]([C:17]([O:19][CH2:20][CH3:21])=[O:18])[CH2:12]2)=[CH:5][CH:4]=1)#[N:2].CCN(C(C)C)C(C)C.FC(F)(F)S(O[Si:38]([C:41]([CH3:44])([CH3:43])[CH3:42])([CH3:40])[CH3:39])(=O)=O. The catalyst is C(Cl)Cl. The product is [Si:38]([O:22][C@@H:9]([C:6]1[CH:5]=[CH:4][C:3]([C:1]#[N:2])=[CH:8][CH:7]=1)[CH2:10][N:11]1[CH2:16][CH2:15][CH2:14][C@H:13]([C:17]([O:19][CH2:20][CH3:21])=[O:18])[CH2:12]1)([C:41]([CH3:44])([CH3:43])[CH3:42])([CH3:40])[CH3:39]. The yield is 0.950. (2) The reactants are S(Cl)(Cl)=O.[C:5]([O:8][CH2:9][C:10]([CH3:40])([CH3:39])[CH2:11][N:12]1[C:18]2[CH:19]=[CH:20][C:21]([Cl:23])=[CH:22][C:17]=2[C@@H:16]([C:24]2[CH:29]=[CH:28][CH:27]=[C:26]([O:30][CH3:31])[C:25]=2[O:32][CH3:33])[O:15][C@H:14]([CH2:34][C:35]([OH:37])=O)[C:13]1=[O:38])(=[O:7])[CH3:6].Cl.[NH2:42][C:43]1[CH:44]=[C:45]2[C:50](=[CH:51][CH:52]=1)[C:49]([C:53]([O:55][CH2:56][CH3:57])=[O:54])=[CH:48][CH:47]=[CH:46]2.C(N(CC)CC)C. The catalyst is O1CCCC1.C(OCC)(=O)C.CN(C)C=O. The product is [C:5]([O:8][CH2:9][C:10]([CH3:40])([CH3:39])[CH2:11][N:12]1[C:18]2[CH:19]=[CH:20][C:21]([Cl:23])=[CH:22][C:17]=2[C@@H:16]([C:24]2[CH:29]=[CH:28][CH:27]=[C:26]([O:30][CH3:31])[C:25]=2[O:32][CH3:33])[O:15][C@H:14]([CH2:34][C:35]([NH:42][C:43]2[CH:44]=[C:45]3[C:50](=[CH:51][CH:52]=2)[C:49]([C:53]([O:55][CH2:56][CH3:57])=[O:54])=[CH:48][CH:47]=[CH:46]3)=[O:37])[C:13]1=[O:38])(=[O:7])[CH3:6]. The yield is 0.110. (3) The reactants are [F:1][C:2]1[CH:9]=[CH:8][C:7]([N+:10]([O-:12])=[O:11])=[CH:6][C:3]=1[CH:4]=O.[CH3:13][O:14][C:15]1[CH:16]=[C:17]([CH:21]=[CH:22][C:23]=1[O:24][CH3:25])[CH2:18][C:19]#[N:20]. No catalyst specified. The product is [CH3:13][O:14][C:15]1[CH:16]=[C:17](/[C:18](=[CH:4]/[C:3]2[CH:6]=[C:7]([N+:10]([O-:12])=[O:11])[CH:8]=[CH:9][C:2]=2[F:1])/[C:19]#[N:20])[CH:21]=[CH:22][C:23]=1[O:24][CH3:25]. The yield is 0.150. (4) The reactants are [CH2:1]([O:3][C:4](=[O:20])[C:5]1[CH:10]=[CH:9][C:8]([O:11][C:12]2[CH:17]=[CH:16][C:15]([CH:18]=O)=[CH:14][CH:13]=2)=[N:7][CH:6]=1)[CH3:2].COC(OC)OC.[CH2:28]([NH2:36])[CH2:29][C:30]1[CH:35]=[CH:34][CH:33]=[CH:32][CH:31]=1.[BH4-].[Na+]. The product is [CH2:1]([O:3][C:4](=[O:20])[C:5]1[CH:10]=[CH:9][C:8]([O:11][C:12]2[CH:17]=[CH:16][C:15]([CH2:18][NH:36][CH2:28][CH2:29][C:30]3[CH:35]=[CH:34][CH:33]=[CH:32][CH:31]=3)=[CH:14][CH:13]=2)=[N:7][CH:6]=1)[CH3:2]. The catalyst is CO. The yield is 0.990. (5) The reactants are C[N-:2][S:3](=[O:9])(=[O:8])[NH:4][CH:5]([CH3:7])[CH3:6].[OH-].[Na+].[Cl:12][C:13]1[C:21]([N+:22]([O-:24])=[O:23])=[C:20]([F:25])[CH:19]=[CH:18][C:14]=1[C:15](Cl)=[O:16].[CH3:26]CCC(C)C.Cl. The catalyst is [Cl-].C([N+](CCCC)(CCCC)C)CCC.ClC1C=CC=CC=1.O. The product is [Cl:12][C:13]1[C:21]([N+:22]([O-:24])=[O:23])=[C:20]([F:25])[CH:19]=[CH:18][C:14]=1[C:15]([NH:2][S:3]([N:4]([CH:5]([CH3:7])[CH3:6])[CH3:26])(=[O:9])=[O:8])=[O:16]. The yield is 0.870. (6) The reactants are [F:1][C:2]1[C:3]([C:8]2([NH:12]C(=O)OC)[CH2:11][CH2:10][CH2:9]2)=[N:4][CH:5]=[CH:6][CH:7]=1.[OH-].[Na+]. The catalyst is C(O)C. The product is [F:1][C:2]1[C:3]([C:8]2([NH2:12])[CH2:11][CH2:10][CH2:9]2)=[N:4][CH:5]=[CH:6][CH:7]=1. The yield is 0.930. (7) The reactants are [CH3:1][C:2]1[CH:7]=[C:6]([C:8]2[CH:9]=[CH:10][C:11]3[N:17]4[CH2:18][C@H:14]([CH2:15][CH2:16]4)[NH:13][C:12]=3[N:19]=2)[CH:5]=[CH:4][N:3]=1.C(N(CC)CC)C.ClC(Cl)(O[C:31](=[O:37])OC(Cl)(Cl)Cl)Cl.[CH3:39][C:40]1[N:44]2[N:45]=[C:46]([NH2:48])[N:47]=[C:43]2[S:42][CH:41]=1. The catalyst is O1CCCC1.O. The product is [CH3:1][C:2]1[CH:7]=[C:6]([C:8]2[CH:9]=[CH:10][C:11]3[N:17]4[CH2:18][C@H:14]([CH2:15][CH2:16]4)[N:13]([C:31]([NH:48][C:46]4[N:47]=[C:43]5[S:42][CH:41]=[C:40]([CH3:39])[N:44]5[N:45]=4)=[O:37])[C:12]=3[N:19]=2)[CH:5]=[CH:4][N:3]=1. The yield is 0.750.